Predict the product of the given reaction. From a dataset of Forward reaction prediction with 1.9M reactions from USPTO patents (1976-2016). (1) Given the reactants [Cl:1][C:2]1[CH:7]=[CH:6][C:5]([S:8]([NH:11][CH:12]2[CH2:17][CH:16]3[CH:18]([OH:19])[CH:13]2[CH2:14][CH2:15]3)(=[O:10])=[O:9])=[CH:4][CH:3]=1.C(=O)([O-])[O-].[Cs+].[Cs+].Br[CH2:27][C:28]1[CH:35]=[CH:34][C:31]([C:32]#[N:33])=[CH:30][CH:29]=1, predict the reaction product. The product is: [C:32]([C:31]1[CH:34]=[CH:35][C:28]([CH2:27][N:11]([CH:12]2[CH2:17][CH:16]3[CH:18]([OH:19])[CH:13]2[CH2:14][CH2:15]3)[S:8]([C:5]2[CH:6]=[CH:7][C:2]([Cl:1])=[CH:3][CH:4]=2)(=[O:9])=[O:10])=[CH:29][CH:30]=1)#[N:33]. (2) The product is: [CH2:1]([CH:8]1[NH:13][CH2:12][CH2:11][N:10]([CH2:14][C:15]2[CH:20]=[CH:19][C:18]([C:27]3[CH:28]=[C:23]([Cl:22])[CH:24]=[CH:25][C:26]=3[Cl:29])=[CH:17][CH:16]=2)[CH2:9]1)[C:2]1[CH:7]=[CH:6][CH:5]=[CH:4][CH:3]=1. Given the reactants [CH2:1]([C@@H:8]1[NH:13][CH2:12][CH2:11][N:10]([CH2:14][C:15]2[CH:20]=[CH:19][C:18](Br)=[CH:17][CH:16]=2)[CH2:9]1)[C:2]1[CH:7]=[CH:6][CH:5]=[CH:4][CH:3]=1.[Cl:22][C:23]1[CH:28]=[CH:27][C:26]([Cl:29])=[CH:25][C:24]=1B(O)O.C(=O)([O-])[O-].[Na+].[Na+].C1(C)C=CC=CC=1, predict the reaction product. (3) Given the reactants B(Br)(Br)Br.[CH3:5][NH:6][C:7]1[CH:12]=[CH:11][C:10]([C:13]2[S:14][C:15]3[CH:21]=[C:20]([O:22]C)[CH:19]=[CH:18][C:16]=3[N:17]=2)=[CH:9][CH:8]=1, predict the reaction product. The product is: [CH3:5][NH:6][C:7]1[CH:8]=[CH:9][C:10]([C:13]2[S:14][C:15]3[CH:21]=[C:20]([OH:22])[CH:19]=[CH:18][C:16]=3[N:17]=2)=[CH:11][CH:12]=1. (4) Given the reactants [F:1][CH:2]([F:44])[C:3]1[CH:12]=[C:11]2[C:6]([CH2:7][CH2:8][CH2:9][N:10]2[C:13]2[C:17]3[CH2:18][N:19](C(OC(C)(C)C)=O)[CH2:20][CH2:21][C:16]=3[N:15]([CH:29]3[CH2:34][CH2:33][S:32](=[O:36])(=[O:35])[CH2:31][CH2:30]3)[N:14]=2)=[CH:5][C:4]=1[C:37]1[CH:38]=[N:39][N:40]([CH3:43])[C:41]=1[CH3:42].FC(F)(F)C(O)=O, predict the reaction product. The product is: [F:44][CH:2]([F:1])[C:3]1[CH:12]=[C:11]2[C:6]([CH2:7][CH2:8][CH2:9][N:10]2[C:13]2[C:17]3[CH2:18][NH:19][CH2:20][CH2:21][C:16]=3[N:15]([CH:29]3[CH2:34][CH2:33][S:32](=[O:36])(=[O:35])[CH2:31][CH2:30]3)[N:14]=2)=[CH:5][C:4]=1[C:37]1[CH:38]=[N:39][N:40]([CH3:43])[C:41]=1[CH3:42]. (5) Given the reactants C(OC([N:8]1[CH2:13][CH2:12][N:11]([CH2:14][CH2:15][NH:16][C:17](=[O:49])[CH2:18][C:19]2[C:23]([CH3:24])=[C:22](/[CH:25]=[C:26]3\[C:27](=[O:47])[NH:28][C:29]4[C:34]\3=[CH:33][C:32]([S:35]([CH2:38][C:39]3[C:44]([Cl:45])=[CH:43][CH:42]=[CH:41][C:40]=3[Cl:46])(=[O:37])=[O:36])=[CH:31][CH:30]=4)[NH:21][C:20]=2[CH3:48])[CH2:10][CH2:9]1)=O)(C)(C)C.C(O)(C(F)(F)F)=O, predict the reaction product. The product is: [Cl:45][C:44]1[CH:43]=[CH:42][CH:41]=[C:40]([Cl:46])[C:39]=1[CH2:38][S:35]([C:32]1[CH:33]=[C:34]2[C:29](=[CH:30][CH:31]=1)[NH:28][C:27](=[O:47])/[C:26]/2=[CH:25]\[C:22]1[NH:21][C:20]([CH3:48])=[C:19]([CH2:18][C:17]([NH:16][CH2:15][CH2:14][N:11]2[CH2:10][CH2:9][NH:8][CH2:13][CH2:12]2)=[O:49])[C:23]=1[CH3:24])(=[O:37])=[O:36]. (6) Given the reactants [CH:1]([C:4]1[CH:11]=[CH:10][C:7]([C:8]#[N:9])=[CH:6][CH:5]=1)([CH3:3])[CH3:2].O=C1[S:17][N:16]=[C:15]([C:18]2[CH:19]=[C:20]([CH:25]=[CH:26][CH:27]=2)[C:21]([O:23][CH3:24])=[O:22])O1, predict the reaction product. The product is: [CH:1]([C:4]1[CH:5]=[CH:6][C:7]([C:8]2[S:17][N:16]=[C:15]([C:18]3[CH:19]=[C:20]([CH:25]=[CH:26][CH:27]=3)[C:21]([O:23][CH3:24])=[O:22])[N:9]=2)=[CH:10][CH:11]=1)([CH3:3])[CH3:2].